From a dataset of Full USPTO retrosynthesis dataset with 1.9M reactions from patents (1976-2016). Predict the reactants needed to synthesize the given product. (1) Given the product [CH:1]([C:4]1[CH:5]=[C:6]([CH:10]([CH3:14])[C:11](=[CH2:17])[CH:12]=[O:13])[CH:7]=[CH:8][CH:9]=1)([CH3:3])[CH3:2], predict the reactants needed to synthesize it. The reactants are: [CH:1]([C:4]1[CH:5]=[C:6]([CH:10]([CH3:14])[CH2:11][CH:12]=[O:13])[CH:7]=[CH:8][CH:9]=1)([CH3:3])[CH3:2].C=O.[C:17](O)(=O)CC.N1CCCC1.C([O-])(O)=O.[Na+]. (2) Given the product [C:25]([O:27][C:5]1[N:4]=[C:3]([C:9]2[N:10]([CH:15]([CH3:16])[CH3:17])[C:11]([CH3:14])=[N:12][CH:13]=2)[C:2]([F:1])=[CH:7][N:6]=1)(=[O:26])[CH3:24], predict the reactants needed to synthesize it. The reactants are: [F:1][C:2]1[C:3]([C:9]2[N:10]([CH:15]([CH3:17])[CH3:16])[C:11]([CH3:14])=[N:12][CH:13]=2)=[N:4][C:5](N)=[N:6][CH:7]=1.N([O-])=O.[Na+].[OH-].[Na+].[CH3:24][C:25]([OH:27])=[O:26].O. (3) Given the product [Cl:1][C:2]1[CH:6]=[CH:5][S:4][C:3]=1[C:7]1[N:8]=[C:9]([NH:12][S:22]([C:19]2[CH:20]=[CH:21][C:16]([CH2:13][CH2:14][CH3:15])=[CH:17][CH:18]=2)(=[O:24])=[O:23])[S:10][CH:11]=1, predict the reactants needed to synthesize it. The reactants are: [Cl:1][C:2]1[CH:6]=[CH:5][S:4][C:3]=1[C:7]1[N:8]=[C:9]([NH2:12])[S:10][CH:11]=1.[CH2:13]([C:16]1[CH:21]=[CH:20][C:19]([S:22](Cl)(=[O:24])=[O:23])=[CH:18][CH:17]=1)[CH2:14][CH3:15]. (4) Given the product [NH2:5][C:4]1[C:3]2[C:6]([O:10][CH:11]3[CH2:12][CH2:13][CH2:14][CH2:15][CH2:16]3)=[CH:7][CH:8]=[CH:9][C:2]=2[N:1]=[C:25]2[CH2:24][O:23][C:21](=[O:22])[C:20]=12, predict the reactants needed to synthesize it. The reactants are: [NH2:1][C:2]1[CH:9]=[CH:8][CH:7]=[C:6]([O:10][CH:11]2[CH2:16][CH2:15][CH2:14][CH2:13][CH2:12]2)[C:3]=1[C:4]#[N:5].ClCC(=O)[CH2:20][C:21]([O:23][CH2:24][CH3:25])=[O:22]. (5) Given the product [NH3:4].[Br:1][C:2]1[N:7]2[CH:8]=[CH:9][N:10]=[C:6]2[C:5]([NH:11][C:12]2[CH:27]=[CH:26][C:15]([C:16]([NH:18][CH2:19][CH2:20][N:21]([CH2:24][CH3:25])[CH2:22][CH3:23])=[O:17])=[CH:14][CH:13]=2)=[N:4][CH:3]=1, predict the reactants needed to synthesize it. The reactants are: [Br:1][C:2]1[N:7]2[CH:8]=[CH:9][N:10]=[C:6]2[C:5]([NH:11][C:12]2[CH:27]=[CH:26][C:15]([C:16]([NH:18][CH2:19][CH2:20][N:21]([CH2:24][CH3:25])[CH2:22][CH3:23])=[O:17])=[CH:14][CH:13]=2)=[N:4][CH:3]=1.CC1(C)C(C)(C)OB(C2C=NNC=2)O1.CC([O-])(C)C.[Na+]. (6) Given the product [F:1][C:2]1[CH:7]=[C:6]([F:8])[C:5]([F:9])=[CH:4][C:3]=1[CH:10]1[CH2:11][CH:12]([C:13]([O:15][CH3:16])=[O:14])[CH2:17][CH2:18][NH:19]1, predict the reactants needed to synthesize it. The reactants are: [F:1][C:2]1[CH:7]=[C:6]([F:8])[C:5]([F:9])=[CH:4][C:3]=1[C:10]1[CH:11]=[C:12]([CH:17]=[CH:18][N:19]=1)[C:13]([O:15][CH3:16])=[O:14]. (7) Given the product [O:30]1[C:34]2([CH2:39][CH2:38][N:37]([C:2]3[CH:3]=[C:4]([CH:27]=[CH:28][N:29]=3)[C:5]([NH:7][C:8]3[C:17]4[C:12](=[CH:13][CH:14]=[CH:15][CH:16]=4)[C:11]([O:18][CH2:19][CH2:20][N:21]4[CH2:26][CH2:25][O:24][CH2:23][CH2:22]4)=[CH:10][CH:9]=3)=[O:6])[CH2:36][CH2:35]2)[O:33][CH2:32][CH2:31]1, predict the reactants needed to synthesize it. The reactants are: Cl[C:2]1[CH:3]=[C:4]([CH:27]=[CH:28][N:29]=1)[C:5]([NH:7][C:8]1[C:17]2[C:12](=[CH:13][CH:14]=[CH:15][CH:16]=2)[C:11]([O:18][CH2:19][CH2:20][N:21]2[CH2:26][CH2:25][O:24][CH2:23][CH2:22]2)=[CH:10][CH:9]=1)=[O:6].[O:30]1[C:34]2([CH2:39][CH2:38][NH:37][CH2:36][CH2:35]2)[O:33][CH2:32][CH2:31]1. (8) The reactants are: C1(N([C@H]2CC[C@H](COC)CC2)[C:8](=[O:20])[NH:9][C:10]2[S:11][C:12]([S:15][CH2:16][C:17](O)=O)=[CH:13][N:14]=2)CCCCC1.[CH:30]1([NH:37][C@H:38]2[CH2:43][CH2:42][C@H:41]([CH2:44][O:45][CH2:46][CH:47]3[CH2:49][CH2:48]3)[CH2:40][CH2:39]2)[CH2:36][CH2:35][CH2:34][CH2:33][CH2:32][CH2:31]1.C([O:52][C:53](=[O:63])C(SC1SC(N)=NC=1)C)C. Given the product [CH:30]1([N:37]([C@H:38]2[CH2:43][CH2:42][C@H:41]([CH2:44][O:45][CH2:46][CH:47]3[CH2:49][CH2:48]3)[CH2:40][CH2:39]2)[C:8](=[O:20])[NH:9][C:10]2[S:11][C:12]([S:15][CH2:16][CH2:17][C:53]([OH:63])=[O:52])=[CH:13][N:14]=2)[CH2:31][CH2:32][CH2:33][CH2:34][CH2:35][CH2:36]1, predict the reactants needed to synthesize it. (9) Given the product [F:1][C:2]1[CH:7]=[CH:6][C:5]([CH2:8][C:9]2[CH:18]=[C:17]3[C:12]([C:13]([OH:25])=[C:14]([C:20]([O:22][CH2:23][CH3:24])=[O:21])[C:15](=[O:19])[N:16]3[CH2:32][C:33]([F:36])([F:35])[F:34])=[N:11][CH:10]=2)=[CH:4][CH:3]=1, predict the reactants needed to synthesize it. The reactants are: [F:1][C:2]1[CH:7]=[CH:6][C:5]([CH2:8][C:9]2[CH:18]=[C:17]3[C:12]([C:13]([OH:25])=[C:14]([C:20]([O:22][CH2:23][CH3:24])=[O:21])[C:15](=[O:19])[NH:16]3)=[N:11][CH:10]=2)=[CH:4][CH:3]=1.FC(F)(F)S(O[CH2:32][C:33]([F:36])([F:35])[F:34])(=O)=O. (10) The reactants are: C(O[C:9](=[O:38])[C@@H:10]([NH:30][C:31]([O:33][C:34]([CH3:37])([CH3:36])[CH3:35])=[O:32])[CH2:11][CH2:12][C:13]1[N:17]([CH2:18][CH2:19][CH2:20][CH2:21][CH2:22][CH2:23][CH2:24][CH3:25])[C:16]2[CH:26]=[CH:27][CH:28]=[CH:29][C:15]=2[N:14]=1)C1C=CC=CC=1.CCN=C=NCCCN(C)C.Cl.[CH2:51]([O:58][NH2:59])[C:52]1[CH:57]=[CH:56][CH:55]=[CH:54][CH:53]=1. Given the product [C:34]([O:33][C:31]([NH:30][C@@H:10]([CH2:11][CH2:12][C:13]1[N:17]([CH2:18][CH2:19][CH2:20][CH2:21][CH2:22][CH2:23][CH2:24][CH3:25])[C:16]2[CH:26]=[CH:27][CH:28]=[CH:29][C:15]=2[N:14]=1)[C:9]([NH:59][O:58][CH2:51][C:52]1[CH:57]=[CH:56][CH:55]=[CH:54][CH:53]=1)=[O:38])=[O:32])([CH3:37])([CH3:36])[CH3:35], predict the reactants needed to synthesize it.